Dataset: Full USPTO retrosynthesis dataset with 1.9M reactions from patents (1976-2016). Task: Predict the reactants needed to synthesize the given product. (1) Given the product [C:58]([C:60]1[C:73]2[C:64](=[C:65]3[CH2:76][CH2:75][CH2:74][N:67]4[CH2:68][CH2:69][CH2:70][C:71]([CH:72]=2)=[C:66]34)[O:63][C:62](=[O:77])[CH:61]=1)(=[O:59])[C:52]1[CH:57]=[CH:56][CH:55]=[CH:54][CH:53]=1, predict the reactants needed to synthesize it. The reactants are: O=C(C1C=CC=CC=1)C#CC(OC)=O.OC(C)C#CC1C(=O)OC2C(C=1)=CC=C(OC)C=2.C1C=CC(P(C2C=CC=CC=2)C2C=CC=CC=2)=CC=1.[CH:52]1([C:58]([C:60]2[C:73]3[C:64](=[C:65]4[CH2:76][CH2:75][CH2:74][N:67]5[CH2:68][CH2:69][CH2:70][C:71]([CH:72]=3)=[C:66]45)[O:63][C:62](=[O:77])[CH:61]=2)=[O:59])[CH2:57][CH2:56][CH2:55][CH2:54][CH2:53]1. (2) The reactants are: [Cl:1][C:2]1[CH:7]=[CH:6][C:5]([S:8]([CH:11]([C:18]2[CH:23]=[C:22]([F:24])[CH:21]=[CH:20][C:19]=2[F:25])[CH2:12][CH2:13][S:14][CH2:15][CH2:16]O)(=[O:10])=[O:9])=[CH:4][CH:3]=1.C(C=P(CCCC)(CCCC)CCCC)#N. Given the product [Cl:1][C:2]1[CH:7]=[CH:6][C:5]([S:8]([C:11]2([C:18]3[CH:23]=[C:22]([F:24])[CH:21]=[CH:20][C:19]=3[F:25])[CH2:16][CH2:15][S:14][CH2:13][CH2:12]2)(=[O:10])=[O:9])=[CH:4][CH:3]=1, predict the reactants needed to synthesize it. (3) Given the product [CH:1]([C:3]1[CH:4]=[CH:5][C:6]([C:7]([NH:23][CH2:29][CH2:30][C:31]([O:19][CH3:18])=[O:32])=[O:9])=[CH:10][CH:11]=1)=[O:2], predict the reactants needed to synthesize it. The reactants are: [CH:1]([C:3]1[CH:11]=[CH:10][C:6]([C:7]([OH:9])=O)=[CH:5][CH:4]=1)=[O:2].ClCCl.CN([CH:18]=[O:19])C.C([N:23](C(C)C)CC)(C)C.[CH2:29]1C[O:32][CH2:31][CH2:30]1. (4) The reactants are: Cl[C:2]1[CH:7]=[C:6]([C:8]2[N:12]=[C:11]([N:13]3[CH2:18][CH2:17][N:16]([CH2:19][CH2:20][C:21]4[CH:26]=[CH:25][N:24]=[C:23]([O:27][CH3:28])[CH:22]=4)[CH2:15][CH2:14]3)[S:10][N:9]=2)[CH:5]=[CH:4][N:3]=1.Cl[C:30]1SN=C(C2C=CN=C(Cl)C=2)N=1.Cl.Cl.Cl.COC1C=C(CCN2CCNCC2)C=CN=1. Given the product [CH3:28][O:27][C:23]1[CH:22]=[C:21]([CH2:20][CH2:19][N:16]2[CH2:17][CH2:18][N:13]([C:11]3[S:10][N:9]=[C:8]([C:6]4[CH:5]=[CH:4][N:3]=[C:2]([CH3:30])[CH:7]=4)[N:12]=3)[CH2:14][CH2:15]2)[CH:26]=[CH:25][N:24]=1, predict the reactants needed to synthesize it. (5) Given the product [OH:5][CH:3]1[CH2:4][N:1]([C:16]([O:15][C:12]([CH3:14])([CH3:13])[CH3:11])=[O:17])[CH2:2]1, predict the reactants needed to synthesize it. The reactants are: [NH:1]1[CH2:4][CH:3]([OH:5])[CH2:2]1.C([O-])(O)=O.[Na+].[CH3:11][C:12]([O:15][C:16](O[C:16]([O:15][C:12]([CH3:14])([CH3:13])[CH3:11])=[O:17])=[O:17])([CH3:14])[CH3:13].